From a dataset of Full USPTO retrosynthesis dataset with 1.9M reactions from patents (1976-2016). Predict the reactants needed to synthesize the given product. (1) Given the product [OH:5][CH2:4][C:3]1[CH:7]=[CH:8][C:9]([S:11]([CH3:14])(=[O:12])=[O:13])=[CH:10][C:2]=1[OH:1], predict the reactants needed to synthesize it. The reactants are: [OH:1][C:2]1[CH:10]=[C:9]([S:11]([CH3:14])(=[O:13])=[O:12])[CH:8]=[CH:7][C:3]=1[C:4](O)=[O:5].O1CCCC1.B. (2) The reactants are: [CH3:1][NH2:2].[F:3][C:4]1[CH:29]=[CH:28][C:7]([C:8]([NH:10][CH:11]([CH:17]([C:22]2[CH:27]=[CH:26][CH:25]=[CH:24][CH:23]=2)[CH2:18][N+:19]([O-:21])=[O:20])[C:12](OCC)=[O:13])=[O:9])=[C:6]([C:30]([F:33])([F:32])[F:31])[CH:5]=1. Given the product [F:3][C:4]1[CH:29]=[CH:28][C:7]([C:8]([NH:10][CH:11]([C:12](=[O:13])[NH:2][CH3:1])[CH:17]([C:22]2[CH:27]=[CH:26][CH:25]=[CH:24][CH:23]=2)[CH2:18][N+:19]([O-:21])=[O:20])=[O:9])=[C:6]([C:30]([F:31])([F:33])[F:32])[CH:5]=1, predict the reactants needed to synthesize it.